Regression/Classification. Given a drug SMILES string, predict its toxicity properties. Task type varies by dataset: regression for continuous values (e.g., LD50, hERG inhibition percentage) or binary classification for toxic/non-toxic outcomes (e.g., AMES mutagenicity, cardiotoxicity, hepatotoxicity). Dataset: herg_karim. From a dataset of hERG potassium channel inhibition data for cardiac toxicity prediction from Karim et al.. (1) The compound is CC(C)[C@@H]1NC(=O)[C@H](Cc2ccccc2)N(C)C(=O)[C@H](C(C)C)NC(=O)[C@H](Cc2ccccc2)N(C)C1=O. The result is 0 (non-blocker). (2) The drug is COc1cc(-c2cn(C3CCc4ccccc4N(Cc4cccnc4)C3=O)nn2)ccc1-n1cnc(C)c1. The result is 1 (blocker). (3) The drug is COc1cccc2c1nc(N)n1nc(CN3CCN(c4cccc(F)c4)C[C@H]3C)nc21. The result is 0 (non-blocker). (4) The molecule is O=C(CN1CCCC2=C1C(=O)N(C1CC1)C2=O)Nc1ccc(-c2cccnc2)nn1. The result is 0 (non-blocker). (5) The drug is C[C@@H]1CN(c2nnc(C(F)(F)F)o2)CCN1c1ncc(OCc2ccc(CS(C)(=O)=O)cc2)cn1. The result is 0 (non-blocker). (6) The molecule is CC(C)Oc1cccc(C=C2SC(O)=NC2=O)c1N1CCC[C@@H](N)C1. The result is 0 (non-blocker). (7) The drug is Fc1ccc(Cn2c(N3CCC(n4cccc4)CC3)nc3ccccc32)cc1. The result is 1 (blocker).